Dataset: Reaction yield outcomes from USPTO patents with 853,638 reactions. Task: Predict the reaction yield, written as a fraction of the theoretical maximum amount of product (1.0 means a 100% yield; for example, 0.34 means a 34% yield). (1) The reactants are [CH3:1][O:2][C:3]1[N:8]=[CH:7][C:6]([N:9]2[C:13]([C:14]3[CH:19]=[C:18]([O:20][CH3:21])[CH:17]=[CH:16][N:15]=3)=[CH:12][C:11]([C:22]([O:24]CC)=[O:23])=[N:10]2)=[CH:5][CH:4]=1.[OH-].[Na+].Cl.O. The catalyst is CO.O1CCCC1.C(Cl)(Cl)Cl. The product is [CH3:1][O:2][C:3]1[N:8]=[CH:7][C:6]([N:9]2[C:13]([C:14]3[CH:19]=[C:18]([O:20][CH3:21])[CH:17]=[CH:16][N:15]=3)=[CH:12][C:11]([C:22]([OH:24])=[O:23])=[N:10]2)=[CH:5][CH:4]=1. The yield is 0.920. (2) The reactants are [CH:1]([C:3]1[CH:4]=[CH:5][C:6]([N:11]2[CH:15]=[N:14][C:13]([N+:16]([O-:18])=[O:17])=[N:12]2)=[C:7]([CH:10]=1)[C:8]#[N:9])=O.[C:19]([O-])([O-])=O.[K+].[K+]. The catalyst is O1CCOCC1.[Br-].C[P+](C1C=CC=CC=1)(C1C=CC=CC=1)C1C=CC=CC=1. The product is [N+:16]([C:13]1[N:14]=[CH:15][N:11]([C:6]2[CH:5]=[CH:4][C:3]([CH:1]=[CH2:19])=[CH:10][C:7]=2[C:8]#[N:9])[N:12]=1)([O-:18])=[O:17]. The yield is 0.700.